This data is from Full USPTO retrosynthesis dataset with 1.9M reactions from patents (1976-2016). The task is: Predict the reactants needed to synthesize the given product. (1) Given the product [CH2:1]([O:3][C:4](=[O:24])[C:5]1[CH:10]=[CH:9][C:8]([NH:11][C:12](=[O:23])[C:13]2[CH:18]=[CH:17][C:16]([Cl:19])=[C:15]([NH:20][S:32]([C:28]3[CH:29]=[CH:30][CH:31]=[C:26]([Cl:25])[CH:27]=3)(=[O:34])=[O:33])[CH:14]=2)=[CH:7][CH:6]=1)[CH3:2], predict the reactants needed to synthesize it. The reactants are: [CH2:1]([O:3][C:4](=[O:24])[C:5]1[CH:10]=[CH:9][C:8]([NH:11][C:12](=[O:23])[C:13]2[CH:18]=[CH:17][C:16]([Cl:19])=[C:15]([N+:20]([O-])=O)[CH:14]=2)=[CH:7][CH:6]=1)[CH3:2].[Cl:25][C:26]1[CH:27]=[C:28]([S:32](Cl)(=[O:34])=[O:33])[CH:29]=[CH:30][CH:31]=1. (2) Given the product [F:1][C@H:2]1[C@H:6]([O:7][S:32]([C:29]2[CH:30]=[CH:31][C:26]([CH3:25])=[CH:27][CH:28]=2)(=[O:34])=[O:33])[CH2:5][N:4]([C:8]([O:10][CH2:11][C:12]2[CH:21]=[CH:20][C:19]3[C:14](=[CH:15][CH:16]=[CH:17][CH:18]=3)[CH:13]=2)=[O:9])[CH2:3]1, predict the reactants needed to synthesize it. The reactants are: [F:1][C@H:2]1[C@H:6]([OH:7])[CH2:5][N:4]([C:8]([O:10][CH2:11][C:12]2[CH:21]=[CH:20][C:19]3[C:14](=[CH:15][CH:16]=[CH:17][CH:18]=3)[CH:13]=2)=[O:9])[CH2:3]1.C(Cl)Cl.[CH3:25][C:26]1[CH:31]=[CH:30][C:29]([S:32](Cl)(=[O:34])=[O:33])=[CH:28][CH:27]=1. (3) Given the product [F:36][C:37]1[CH:42]=[CH:34][C:35]([NH:31][C:29](=[O:30])[NH:1][C:2]2[C:7]3[NH:8][C:9]([NH:11][C:12]([C:14]4[N:15]=[CH:16][C:17]5[C:22]([CH:23]=4)=[CH:21][CH:20]=[CH:19][CH:18]=5)=[O:13])=[N:10][C:6]=3[CH:5]=[CH:4][CH:3]=2)=[CH:39][CH:38]=1, predict the reactants needed to synthesize it. The reactants are: [NH2:1][C:2]1[C:7]2[NH:8][C:9]([NH:11][C:12]([C:14]3[N:15]=[CH:16][C:17]4[C:22]([CH:23]=3)=[CH:21][CH:20]=[CH:19][CH:18]=4)=[O:13])=[N:10][C:6]=2[CH:5]=[CH:4][CH:3]=1.N1([C:29]([N:31]2[CH:35]=[CH:34]N=C2)=[O:30])C=CN=C1.[F:36][C:37]1[CH:42]=CC(N)=[CH:39][CH:38]=1. (4) Given the product [CH3:1][C:2](=[CH:4][CH2:5][CH2:6][C@@H:7]([CH2:9][CH2:10][OH:11])[CH3:8])[CH3:3], predict the reactants needed to synthesize it. The reactants are: [CH3:1][C:2](=[CH:4][CH2:5][CH2:6][C@H:7]([CH2:9][CH:10]=[O:11])[CH3:8])[CH3:3].C(=O)([O-])[O-].[Na+].[Na+].[H][H].